Predict the reactants needed to synthesize the given product. From a dataset of Full USPTO retrosynthesis dataset with 1.9M reactions from patents (1976-2016). (1) Given the product [NH2:13][C:10]1[CH:11]=[CH:12][C:7]([O:6][CH:1]2[CH2:2][CH2:3][CH2:4][CH2:5]2)=[C:8]([C:16]2[C:17]3[CH:26]=[CH:25][NH:24][C:18]=3[C:19](=[O:23])[N:20]([CH3:22])[CH:21]=2)[CH:9]=1, predict the reactants needed to synthesize it. The reactants are: [CH:1]1([O:6][C:7]2[CH:12]=[CH:11][C:10]([N+:13]([O-])=O)=[CH:9][C:8]=2[C:16]2[C:17]3[CH:26]=[CH:25][NH:24][C:18]=3[C:19](=[O:23])[N:20]([CH3:22])[CH:21]=2)[CH2:5][CH2:4][CH2:3][CH2:2]1.CN1C=C(C2C=C([N+]([O-])=O)C=CC=2OC2C=CC=CC=2)C2C=CNC=2C1=O. (2) Given the product [C:11]([C:8]1[CH:9]=[CH:10][C:5]([C:3]([OH:4])=[O:2])=[N:6][CH:7]=1)#[N:12], predict the reactants needed to synthesize it. The reactants are: C[O:2][C:3]([C:5]1[CH:10]=[CH:9][C:8]([C:11]#[N:12])=[CH:7][N:6]=1)=[O:4].[OH-].[Na+].Cl.